This data is from Full USPTO retrosynthesis dataset with 1.9M reactions from patents (1976-2016). The task is: Predict the reactants needed to synthesize the given product. (1) Given the product [CH3:1][NH:2][C:3]([C:5]1[CH:10]=[C:9]([O:11][C:12]2[CH:18]=[CH:17][C:15]([NH:16][C:26]([NH:25][C:24]3[CH:19]=[CH:20][C:21]4[O:31][C:30]([F:33])([F:32])[O:29][C:28]([F:34])([F:35])[C:22]=4[CH:23]=3)=[O:27])=[CH:14][CH:13]=2)[CH:8]=[CH:7][N:6]=1)=[O:4], predict the reactants needed to synthesize it. The reactants are: [CH3:1][NH:2][C:3]([C:5]1[CH:10]=[C:9]([O:11][C:12]2[CH:18]=[CH:17][C:15]([NH2:16])=[CH:14][CH:13]=2)[CH:8]=[CH:7][N:6]=1)=[O:4].[CH:19]1[C:24]([N:25]=[C:26]=[O:27])=[CH:23][C:22]2[C:28]([F:35])([F:34])[O:29][C:30]([F:33])([F:32])[O:31][C:21]=2[CH:20]=1. (2) The reactants are: [C:1]([Cl:4])(Cl)=[S:2].[CH3:5][O:6][C:7]1[CH:8]=[C:9]2[C:14](=[CH:15][C:16]=1[O:17][CH3:18])[N:13]=[CH:12][N:11]=[C:10]2[N:19]1[CH2:24][CH2:23][NH:22][CH2:21][CH2:20]1.C(N(CC)CC)C. Given the product [CH3:5][O:6][C:7]1[CH:8]=[C:9]2[C:14](=[CH:15][C:16]=1[O:17][CH3:18])[N:13]=[CH:12][N:11]=[C:10]2[N:19]1[CH2:20][CH2:21][N:22]([C:1]([Cl:4])=[S:2])[CH2:23][CH2:24]1, predict the reactants needed to synthesize it.